From a dataset of Reaction yield outcomes from USPTO patents with 853,638 reactions. Predict the reaction yield, written as a fraction of the theoretical maximum amount of product (1.0 means a 100% yield; for example, 0.34 means a 34% yield). (1) The reactants are [C:1](/[C:3](=[C:16](\[C:18]1[CH:23]=[CH:22][C:21]([OH:24])=[CH:20][CH:19]=1)/[CH3:17])/[C:4]([NH:6][CH2:7][CH2:8][CH2:9][CH2:10][CH2:11][CH2:12][CH2:13][CH2:14][CH3:15])=[O:5])#[N:2].S(Cl)([Cl:28])(=O)=O.C(=O)([O-])O.[Na+]. The catalyst is C1COCC1. The product is [Cl:28][C:22]1[CH:23]=[C:18](/[C:16](/[CH3:17])=[C:3](\[C:1]#[N:2])/[C:4]([NH:6][CH2:7][CH2:8][CH2:9][CH2:10][CH2:11][CH2:12][CH2:13][CH2:14][CH3:15])=[O:5])[CH:19]=[CH:20][C:21]=1[OH:24]. The yield is 0.720. (2) The reactants are CS(O)(=O)=O.[NH2:6][CH2:7][C:8]1[CH:9]=[C:10]2[C:14](=[CH:15][CH:16]=1)[C:13](=[O:17])[N:12]([CH:18]1[CH2:23][CH2:22][C:21](=[O:24])[NH:20][C:19]1=[O:25])[CH2:11]2.[F:26][C:27]([F:39])([F:38])[O:28][C:29]1[CH:34]=[CH:33][C:32]([N:35]=[C:36]=[O:37])=[CH:31][CH:30]=1.C(N(CC)CC)C.Cl. The catalyst is CN(C)C=O. The product is [O:25]=[C:19]1[CH:18]([N:12]2[CH2:11][C:10]3[C:14](=[CH:15][CH:16]=[C:8]([CH2:7][NH:6][C:36]([NH:35][C:32]4[CH:33]=[CH:34][C:29]([O:28][C:27]([F:26])([F:38])[F:39])=[CH:30][CH:31]=4)=[O:37])[CH:9]=3)[C:13]2=[O:17])[CH2:23][CH2:22][C:21](=[O:24])[NH:20]1. The yield is 0.670.